This data is from Catalyst prediction with 721,799 reactions and 888 catalyst types from USPTO. The task is: Predict which catalyst facilitates the given reaction. (1) The catalyst class is: 11. Product: [C:1]([O:5][C:9](=[O:8])[CH2:10][C:14](=[O:15])[CH:16]1[CH2:21][CH2:20][O:19][CH2:18][CH2:17]1)([CH3:4])([CH3:3])[CH3:2]. Reactant: [C:1]([OH:5])([CH3:4])([CH3:3])[CH3:2].CC1(C)OC(=O)[CH:10]([C:14]([CH:16]2[CH2:21][CH2:20][O:19][CH2:18][CH2:17]2)=[O:15])[C:9](=O)[O:8]1. (2) Reactant: FC(F)(F)C(O)=O.[NH2:8][CH2:9][C:10]1[N:15]=[C:14]([C:16]2[S:17][C:18]3[CH:26]=[CH:25][CH:24]=[CH:23][C:19]=3[C:20](=[O:22])[N:21]=2)[CH:13]=[CH:12][CH:11]=1.[C:27](Cl)(=[O:31])[CH:28]([CH3:30])[CH3:29].C(OCC)(=O)C.O. Product: [CH3:29][CH:28]([CH3:30])[C:27]([NH:8][CH2:9][C:10]1[CH:11]=[CH:12][CH:13]=[C:14]([C:16]2[S:17][C:18]3[CH:26]=[CH:25][CH:24]=[CH:23][C:19]=3[C:20](=[O:22])[N:21]=2)[N:15]=1)=[O:31]. The catalyst class is: 80. (3) Reactant: [CH3:1][C:2]1[CH:3]=[CH:4][CH:5]=[C:6]2[C:10]=1[NH:9][CH:8]=[CH:7]2.O1CCCC1.[H-].[Na+].[C:18](O[C:18]([O:20][C:21]([CH3:24])([CH3:23])[CH3:22])=[O:19])([O:20][C:21]([CH3:24])([CH3:23])[CH3:22])=[O:19]. Product: [C:21]([O:20][C:18]([N:9]1[C:10]2[C:6](=[CH:5][CH:4]=[CH:3][C:2]=2[CH3:1])[CH:7]=[CH:8]1)=[O:19])([CH3:24])([CH3:23])[CH3:22]. The catalyst class is: 6. (4) Reactant: Cl[C:2]1[CH:7]=[C:6]([CH2:8][C@H:9]2[C:12](=[O:13])[N:11]([C:14](=[O:27])[NH:15][C@@H:16]([CH:21]3[CH2:26][CH2:25][CH2:24][CH2:23][CH2:22]3)[C:17]([F:20])([F:19])[F:18])[C@@H:10]2[C:28]([O:30]CC2C=CC(OC)=CC=2)=[O:29])[CH:5]=[CH:4][N:3]=1.[F:40][C:41]([F:46])([F:45])[C:42]([OH:44])=[O:43].C(N(CC)CC)C. Product: [F:40][C:41]([F:46])([F:45])[C:42]([OH:44])=[O:43].[CH:21]1([C@H:16]([NH:15][C:14]([N:11]2[C:12](=[O:13])[C@H:9]([CH2:8][C:6]3[CH:5]=[CH:4][N:3]=[CH:2][CH:7]=3)[C@H:10]2[C:28]([OH:30])=[O:29])=[O:27])[C:17]([F:19])([F:18])[F:20])[CH2:26][CH2:25][CH2:24][CH2:23][CH2:22]1. The catalyst class is: 2. (5) Reactant: [C:1]([O:10]C)(=O)[C:2]1[C:3](=[CH:5][CH:6]=[CH:7][CH:8]=1)[SH:4].[C:12]([C:14]1[CH:19]=[CH:18][CH:17]=[C:16]([S:20][C:21]2[CH:26]=[CH:25][C:24]([CH3:27])=[CH:23][CH:22]=2)[N:15]=1)#[N:13].C(N(CC)CC)C. Product: [CH3:27][C:24]1[CH:23]=[CH:22][C:21]([S:20][C:16]2[N:15]=[C:14]([C:12]3[S:4][C:3]4[CH:5]=[CH:6][CH:7]=[CH:8][C:2]=4[C:1](=[O:10])[N:13]=3)[CH:19]=[CH:18][CH:17]=2)=[CH:26][CH:25]=1. The catalyst class is: 11. (6) Reactant: C(N(CC)[C:4](=[O:11])[C:5]1[CH:10]=[CH:9][CH:8]=[N:7][CH:6]=1)C.P(Cl)(Cl)(Cl)=O.[CH2:19]([O:21][C:22]([C:24]1[S:28][C:27]2=[CH:29][N:30]=[CH:31][N:26]2[CH:25]=1)=[O:23])[CH3:20].C(=O)([O-])O.[Na+]. Product: [CH2:19]([O:21][C:22]([C:24]1[S:28][C:27]2=[C:29]([C:4]([C:5]3[CH:6]=[N:7][CH:8]=[CH:9][CH:10]=3)=[O:11])[N:30]=[CH:31][N:26]2[CH:25]=1)=[O:23])[CH3:20]. The catalyst class is: 641.